Dataset: Reaction yield outcomes from USPTO patents with 853,638 reactions. Task: Predict the reaction yield, written as a fraction of the theoretical maximum amount of product (1.0 means a 100% yield; for example, 0.34 means a 34% yield). (1) The reactants are [NH2:1][C:2]1[CH:3]=[C:4]([OH:10])[CH:5]=[C:6]([O:8][CH3:9])[CH:7]=1.[C:11](=[O:14])([O-])[O-].[Cs+].[Cs+].Br[CH2:18]CO. The catalyst is CN(C=O)C.C(OCC)(=O)C. The product is [NH2:1][C:2]1[CH:7]=[C:6]([CH:5]=[C:4]([O:10][CH3:18])[CH:3]=1)[O:8][CH2:9][CH2:11][OH:14]. The yield is 0.300. (2) The reactants are [F:1][C:2]([F:45])([F:44])[C:3]1[CH:4]=[C:5]([C:13]([CH3:43])([CH3:42])[C:14]([N:16]([C:18]2[CH:19]=[N:20][C:21]([N:32]3[CH2:36][CH2:35][C@@H:34]([NH:37][S:38]([CH3:41])(=[O:40])=[O:39])[CH2:33]3)=[CH:22][C:23]=2[C:24]2[CH:29]=[CH:28][C:27]([F:30])=[CH:26][C:25]=2[CH3:31])[CH3:17])=[O:15])[CH:6]=[C:7]([C:9]([F:12])([F:11])[F:10])[CH:8]=1.[H-].[Na+].IC.[C:50](OCC)(=O)C. The catalyst is CN(C)C=O. The product is [F:11][C:9]([F:10])([F:12])[C:7]1[CH:6]=[C:5]([C:13]([CH3:43])([CH3:42])[C:14]([N:16]([C:18]2[CH:19]=[N:20][C:21]([N:32]3[CH2:36][CH2:35][C@@H:34]([N:37]([S:38]([CH3:41])(=[O:40])=[O:39])[CH3:50])[CH2:33]3)=[CH:22][C:23]=2[C:24]2[CH:29]=[CH:28][C:27]([F:30])=[CH:26][C:25]=2[CH3:31])[CH3:17])=[O:15])[CH:4]=[C:3]([C:2]([F:1])([F:44])[F:45])[CH:8]=1. The yield is 0.780. (3) The reactants are Cl.[CH3:2][S:3]([C:6]1[CH:11]=[CH:10][C:9]([C:12]2[N:17]=[CH:16][C:15]([O:18][CH2:19][CH:20]3[CH2:25][CH2:24][N:23](C(OC(C)(C)C)=O)[CH2:22][CH2:21]3)=[CH:14][CH:13]=2)=[CH:8][CH:7]=1)(=[O:5])=[O:4].[C:33]([OH:39])([C:35]([F:38])([F:37])[F:36])=[O:34]. The catalyst is O1CCOCC1. The product is [C:33]([OH:39])([C:35]([F:38])([F:37])[F:36])=[O:34].[F:36][C:35]([F:38])([F:37])[C:33]([OH:39])=[O:34].[CH3:2][S:3]([C:6]1[CH:11]=[CH:10][C:9]([C:12]2[CH:13]=[CH:14][C:15]([O:18][CH2:19][CH:20]3[CH2:25][CH2:24][NH:23][CH2:22][CH2:21]3)=[CH:16][N:17]=2)=[CH:8][CH:7]=1)(=[O:4])=[O:5]. The yield is 0.000500. (4) The reactants are CS([Cl:5])(=O)=O.[C:6]([O:10][C:11]([N:13]1[CH2:18][C@H:17]([CH2:19]O)[N:16]([CH2:21][C:22]([N:24]2[C:32]3[CH:31]=[C:30]([CH2:33][C:34]4[CH:39]=[CH:38][C:37]([F:40])=[CH:36][C:35]=4[F:41])[N:29]=[CH:28][C:27]=3[C:26]([CH3:43])([CH3:42])[CH2:25]2)=[O:23])[CH2:15][C@H:14]1[CH3:44])=[O:12])([CH3:9])([CH3:8])[CH3:7].C(N(CC)CC)C. The catalyst is C(Cl)Cl. The product is [C:6]([O:10][C:11]([N:13]1[CH2:18][C@H:17]([CH2:19][Cl:5])[N:16]([CH2:21][C:22]([N:24]2[C:32]3[CH:31]=[C:30]([CH2:33][C:34]4[CH:39]=[CH:38][C:37]([F:40])=[CH:36][C:35]=4[F:41])[N:29]=[CH:28][C:27]=3[C:26]([CH3:43])([CH3:42])[CH2:25]2)=[O:23])[CH2:15][C@H:14]1[CH3:44])=[O:12])([CH3:9])([CH3:8])[CH3:7]. The yield is 0.710. (5) The reactants are [CH2:1]([O:3][C:4]([NH:6][CH:7]([C:10]1([C:34]#[N:35])[CH2:15][CH2:14][N:13]([C:16]2[CH:21]=[CH:20][C:19]([N:22]3[CH2:26][C@H:25]([CH2:27][NH:28][C:29](=O)[CH3:30])[O:24][C:23]3=[O:32])=[CH:18][C:17]=2[F:33])[CH2:12][CH2:11]1)[C:8]#[N:9])=[O:5])[CH3:2].COC1C=CC(P2(SP(C3C=CC(OC)=CC=3)(=S)S2)=[S:45])=CC=1. No catalyst specified. The product is [CH2:1]([O:3][C:4]([NH:6][CH:7]([C:10]1([C:34]#[N:35])[CH2:15][CH2:14][N:13]([C:16]2[CH:21]=[CH:20][C:19]([N:22]3[CH2:26][C@H:25]([CH2:27][NH:28][C:29](=[S:45])[CH3:30])[O:24][C:23]3=[O:32])=[CH:18][C:17]=2[F:33])[CH2:12][CH2:11]1)[C:8]#[N:9])=[O:5])[CH3:2]. The yield is 0.580. (6) The reactants are [C:1]([O:5][C:6]([N:8]1[CH2:11][CH:10]([O:12][C:13]2[C:14]3[CH2:22][N:21](CC4C=CC=CC=4)[CH2:20][CH2:19][C:15]=3[N:16]=[CH:17][N:18]=2)[CH2:9]1)=[O:7])([CH3:4])([CH3:3])[CH3:2].C([O-])=O.[NH4+]. The catalyst is CO.[OH-].[OH-].[Pd+2]. The product is [C:1]([O:5][C:6]([N:8]1[CH2:11][CH:10]([O:12][C:13]2[C:14]3[CH2:22][NH:21][CH2:20][CH2:19][C:15]=3[N:16]=[CH:17][N:18]=2)[CH2:9]1)=[O:7])([CH3:4])([CH3:2])[CH3:3]. The yield is 0.670. (7) The reactants are Cl[C:2]1[CH:11]=[C:10]([C:12]#[N:13])[C:5]([C:6]([O:8][CH3:9])=[O:7])=[C:4]([NH:14][C:15]2[CH:20]=[CH:19][CH:18]=[C:17]([S:21]([CH3:24])(=[O:23])=[O:22])[CH:16]=2)[N:3]=1.[NH2:25][C@@H:26]1[CH2:31][CH2:30][CH2:29][CH2:28][C@@H:27]1[NH:32][C:33](=[O:39])[O:34][C:35]([CH3:38])([CH3:37])[CH3:36].CCN(CC)CC.C([O-])(O)=O.[Na+]. The catalyst is C1COCC1.CN(C=O)C. The product is [C:35]([O:34][C:33]([NH:32][C@H:27]1[CH2:28][CH2:29][CH2:30][CH2:31][C@H:26]1[NH:25][C:2]1[CH:11]=[C:10]([C:12]#[N:13])[C:5]([C:6]([O:8][CH3:9])=[O:7])=[C:4]([NH:14][C:15]2[CH:20]=[CH:19][CH:18]=[C:17]([S:21]([CH3:24])(=[O:23])=[O:22])[CH:16]=2)[N:3]=1)=[O:39])([CH3:38])([CH3:36])[CH3:37]. The yield is 0.750. (8) The reactants are [CH3:1][C:2]1[CH:7]=[C:6]([CH3:8])[NH:5][C:4](=[O:9])[C:3]=1[CH2:10][NH:11][C:12](=[O:37])[C:13]1[CH:18]=[C:17]([C:19]2[CH:20]=[N:21][C:22]([CH2:25]O)=[CH:23][CH:24]=2)[CH:16]=[C:15]([N:27]([CH2:34][CH3:35])[CH:28]2[CH2:33][CH2:32][O:31][CH2:30][CH2:29]2)[C:14]=1[CH3:36].C1(P(C2C=CC=CC=2)C2C=CC=CC=2)C=CC=CC=1.C(Br)(Br)(Br)[Br:58].O. The catalyst is C(Cl)Cl. The product is [Br:58][CH2:25][C:22]1[N:21]=[CH:20][C:19]([C:17]2[CH:16]=[C:15]([N:27]([CH2:34][CH3:35])[CH:28]3[CH2:33][CH2:32][O:31][CH2:30][CH2:29]3)[C:14]([CH3:36])=[C:13]([CH:18]=2)[C:12]([NH:11][CH2:10][C:3]2[C:4](=[O:9])[NH:5][C:6]([CH3:8])=[CH:7][C:2]=2[CH3:1])=[O:37])=[CH:24][CH:23]=1. The yield is 0.890. (9) The reactants are C(Cl)CCl.C1C=CC2N(O)N=NC=2C=1.[C:15]1([C:44]2[CH:49]=[CH:48][CH:47]=[CH:46][CH:45]=2)[CH:20]=[CH:19][C:18]([NH:21][C:22](=[O:43])[NH:23][C@@H:24]([CH2:36][C:37]2[CH:42]=[CH:41][CH:40]=[CH:39][CH:38]=2)[C:25](NCCCN(CC)CC)=[O:26])=[CH:17][CH:16]=1.[CH:50]([NH:53][CH2:54][CH2:55][NH2:56])([CH3:52])[CH3:51].CN1CCOCC1. The catalyst is CN(C=O)C.CCOC(C)=O. The product is [C:15]1([C:44]2[CH:45]=[CH:46][CH:47]=[CH:48][CH:49]=2)[CH:20]=[CH:19][C:18]([NH:21][C:22](=[O:43])[NH:23][C@@H:24]([CH2:36][C:37]2[CH:42]=[CH:41][CH:40]=[CH:39][CH:38]=2)[C:25]([NH:56][CH2:55][CH2:54][NH:53][CH:50]([CH3:52])[CH3:51])=[O:26])=[CH:17][CH:16]=1. The yield is 0.570.